Predict the reaction yield, written as a fraction of the theoretical maximum amount of product (1.0 means a 100% yield; for example, 0.34 means a 34% yield). From a dataset of Reaction yield outcomes from USPTO patents with 853,638 reactions. (1) The reactants are [C:1]([O:5][C:6]([NH:8][C@@H:9]([C@H:21]([CH2:29][CH3:30])[CH2:22][CH:23]([CH3:28])[CH2:24][CH2:25][CH:26]=[CH2:27])[C:10]([N:12]1[CH2:16][C@H:15]([OH:17])[CH2:14][C@H:13]1[C:18](O)=[O:19])=[O:11])=[O:7])([CH3:4])([CH3:3])[CH3:2].CN(C(ON1N=NC2C=CC=NC1=2)=[N+](C)C)C.F[P-](F)(F)(F)(F)F.CCN(C(C)C)C(C)C.[NH2:64][C@:65]1([C:70]([NH:72][S:73]([CH:76]2[CH2:78][CH2:77]2)(=[O:75])=[O:74])=[O:71])[CH2:67][C@H:66]1[CH:68]=[CH2:69]. The catalyst is ClCCl. The product is [CH:76]1([S:73]([NH:72][C:70]([C@@:65]2([NH:64][C:18]([C@@H:13]3[CH2:14][C@@H:15]([OH:17])[CH2:16][N:12]3[C:10](=[O:11])[C@@H:9]([NH:8][C:6](=[O:7])[O:5][C:1]([CH3:3])([CH3:4])[CH3:2])[C@H:21]([CH2:29][CH3:30])[CH2:22][CH:23]([CH3:28])[CH2:24][CH2:25][CH:26]=[CH2:27])=[O:19])[CH2:67][C@H:66]2[CH:68]=[CH2:69])=[O:71])(=[O:75])=[O:74])[CH2:78][CH2:77]1. The yield is 0.870. (2) The reactants are [Br:1][C:2]1[CH:7]=[CH:6][C:5]([OH:8])=[CH:4][CH:3]=1.[F:9][C:10]1[CH:17]=[CH:16][C:13]([CH2:14]O)=[CH:12][CH:11]=1.ClC(Cl)C. The catalyst is [Br-].[Zn+2].[Br-].ClCCl.CCCCCC. The product is [Br:1][C:2]1[CH:7]=[CH:6][C:5]([OH:8])=[C:4]([CH2:14][C:13]2[CH:16]=[CH:17][C:10]([F:9])=[CH:11][CH:12]=2)[CH:3]=1. The yield is 0.410. (3) The reactants are [CH3:1][N:2]1[C:6]([NH2:7])=[C:5]([C:8]([F:11])([F:10])[F:9])[C:4]([C:12]([F:18])([F:17])[C:13]([F:16])([F:15])[F:14])=[N:3]1.C(N(CC)CC)C.[C:26]([C:28]1[CH:36]=[CH:35][C:31]([C:32](O)=[O:33])=[CH:30][C:29]=1[N+:37]([O-:39])=[O:38])#[N:27].O=C1N([ClH]P([ClH]N2CCOC2=O)=O)CCO1. The catalyst is ClCCl. The product is [C:26]([C:28]1[CH:36]=[CH:35][C:31]([C:32]([NH:7][C:6]2[N:2]([CH3:1])[N:3]=[C:4]([C:12]([F:17])([F:18])[C:13]([F:15])([F:14])[F:16])[C:5]=2[C:8]([F:10])([F:9])[F:11])=[O:33])=[CH:30][C:29]=1[N+:37]([O-:39])=[O:38])#[N:27]. The yield is 0.500. (4) The reactants are [O:1]=[C:2]1[C:11]2[C:6](=[CH:7][CH:8]=[CH:9][CH:10]=2)[N:5]=[C:4]([CH2:12][CH2:13][CH2:14][C:15]([OH:17])=O)[NH:3]1.[NH:18]1[CH2:23][CH2:22][CH:21]([N:24]2[C:28]3[CH:29]=[CH:30][CH:31]=[CH:32][C:27]=3[O:26][C:25]2=[O:33])[CH2:20][CH2:19]1. No catalyst specified. The product is [O:17]=[C:15]([N:18]1[CH2:19][CH2:20][CH:21]([N:24]2[C:28]3[CH:29]=[CH:30][CH:31]=[CH:32][C:27]=3[O:26][C:25]2=[O:33])[CH2:22][CH2:23]1)[CH2:14][CH2:13][CH2:12][C:4]1[NH:3][C:2](=[O:1])[C:11]2[C:6](=[CH:7][CH:8]=[CH:9][CH:10]=2)[N:5]=1. The yield is 0.240. (5) The reactants are [NH2:1][C:2]1[N:7]=[CH:6][N:5]=[C:4]2[N:8]([CH2:25][C@H:26]3[CH2:30][CH2:29][CH2:28][N:27]3[C:31](=[O:35])[CH2:32][C:33]#[N:34])[N:9]=[C:10]([C:11]3[CH:16]=[CH:15][C:14]([O:17][C:18]4[CH:23]=[CH:22][CH:21]=[CH:20][CH:19]=4)=[CH:13][C:12]=3[F:24])[C:3]=12.N1[CH2:41][CH2:40][CH2:39][CH2:38]C1.C1(C=O)CC1. The catalyst is CO. The product is [NH2:1][C:2]1[N:7]=[CH:6][N:5]=[C:4]2[N:8]([CH2:25][C@H:26]3[CH2:30][CH2:29][CH2:28][N:27]3[C:31]([C:32](=[CH:38][CH:39]3[CH2:41][CH2:40]3)[C:33]#[N:34])=[O:35])[N:9]=[C:10]([C:11]3[CH:16]=[CH:15][C:14]([O:17][C:18]4[CH:19]=[CH:20][CH:21]=[CH:22][CH:23]=4)=[CH:13][C:12]=3[F:24])[C:3]=12. The yield is 0.330. (6) The reactants are Cl[CH2:2][CH2:3][C:4]([C:6]1[CH:11]=[CH:10][C:9]([F:12])=[CH:8][CH:7]=1)=[O:5].C([O-])([O-])=O.[K+].[K+].[CH3:19][C:20]([CH3:25])([CH3:24])[C@@H:21]([NH2:23])[CH3:22]. The catalyst is C(#N)C. The product is [CH3:19][C:20]([CH3:25])([CH3:24])[C@@H:21]([NH:23][CH2:2][CH2:3][C:4]([C:6]1[CH:11]=[CH:10][C:9]([F:12])=[CH:8][CH:7]=1)=[O:5])[CH3:22]. The yield is 0.940. (7) The reactants are [CH3:1][CH:2]1[N:7]([C:8]2[CH:13]=[CH:12][N:11]=[CH:10][C:9]=2[N+:14]([O-:16])=[O:15])[CH2:6][CH2:5][N:4](C(OC(C)(C)C)=O)[CH2:3]1.C(O)(C(F)(F)F)=O. The catalyst is C(Cl)Cl. The product is [CH3:1][CH:2]1[CH2:3][NH:4][CH2:5][CH2:6][N:7]1[C:8]1[CH:13]=[CH:12][N:11]=[CH:10][C:9]=1[N+:14]([O-:16])=[O:15]. The yield is 0.710.